From a dataset of Peptide-MHC class II binding affinity with 134,281 pairs from IEDB. Regression. Given a peptide amino acid sequence and an MHC pseudo amino acid sequence, predict their binding affinity value. This is MHC class II binding data. (1) The peptide sequence is ASVIPPARLFKAFVL. The MHC is HLA-DPA10103-DPB10401 with pseudo-sequence HLA-DPA10103-DPB10401. The binding affinity (normalized) is 0.370. (2) The peptide sequence is LIGLRIVFAVLSIVNRVRQG. The MHC is HLA-DPA10201-DPB10501 with pseudo-sequence HLA-DPA10201-DPB10501. The binding affinity (normalized) is 0.292. (3) The peptide sequence is WPQQQPFPQPQQPFCQQPQR. The MHC is HLA-DQA10501-DQB10301 with pseudo-sequence HLA-DQA10501-DQB10301. The binding affinity (normalized) is 0.254. (4) The peptide sequence is SHNVQGATVAVDCRP. The MHC is HLA-DQA10101-DQB10501 with pseudo-sequence HLA-DQA10101-DQB10501. The binding affinity (normalized) is 0.148. (5) The peptide sequence is LKGIQSLRKLSSVCL. The MHC is DRB1_1501 with pseudo-sequence DRB1_1501. The binding affinity (normalized) is 0.603. (6) The peptide sequence is PEQPFPEQPEQ. The MHC is DRB1_0301 with pseudo-sequence DRB1_0301. The binding affinity (normalized) is 0. (7) The peptide sequence is TEAVQKIATESIVIWGKTPKFRL. The MHC is HLA-DPA10201-DPB10501 with pseudo-sequence HLA-DPA10201-DPB10501. The binding affinity (normalized) is 0.535.